Task: Predict the reactants needed to synthesize the given product.. Dataset: Full USPTO retrosynthesis dataset with 1.9M reactions from patents (1976-2016) (1) Given the product [Cl:20][C:21]1[CH:26]=[CH:25][C:24](/[C:27](=[N:3]/[NH:2][C:1]([O:5][CH2:6][CH3:7])=[O:4])/[CH3:28])=[C:23]([CH3:30])[CH:22]=1, predict the reactants needed to synthesize it. The reactants are: [C:1]([O:5][CH2:6][CH3:7])(=[O:4])[NH:2][NH2:3].O.C1(C)C=CC(S(O)(=O)=O)=CC=1.[Cl:20][C:21]1[CH:26]=[CH:25][C:24]([C:27](=O)[CH3:28])=[C:23]([CH3:30])[CH:22]=1. (2) Given the product [Br:12][C:9]1[CH:10]=[CH:11][C:2]([NH:1][C:21](=[O:22])[CH2:20][O:13][C:14]2[CH:19]=[CH:18][CH:17]=[CH:16][CH:15]=2)=[C:3]([CH:8]=1)[C:4]([O:6][CH3:7])=[O:5], predict the reactants needed to synthesize it. The reactants are: [NH2:1][C:2]1[CH:11]=[CH:10][C:9]([Br:12])=[CH:8][C:3]=1[C:4]([O:6][CH3:7])=[O:5].[O:13]([CH2:20][C:21](Cl)=[O:22])[C:14]1[CH:19]=[CH:18][CH:17]=[CH:16][CH:15]=1.C(N(CC)CC)C. (3) Given the product [CH3:1][N:2]([CH3:43])[CH2:3][CH2:4][NH:5][C:6]([NH:7][C:8]1[CH:9]=[CH:10][C:11]([C:14]2[N:15]=[C:16]([N:36]3[CH2:41][CH2:40][O:39][CH2:38][CH2:37]3)[C:17]3[N:22]=[N:21][N:20]([CH:23]4[CH2:28][CH2:27][NH:26][CH2:25][CH2:24]4)[C:18]=3[N:19]=2)=[CH:12][CH:13]=1)=[O:42], predict the reactants needed to synthesize it. The reactants are: [CH3:1][N:2]([CH3:43])[CH2:3][CH2:4][NH:5][C:6](=[O:42])[NH:7][C:8]1[CH:13]=[CH:12][C:11]([C:14]2[N:15]=[C:16]([N:36]3[CH2:41][CH2:40][O:39][CH2:38][CH2:37]3)[C:17]3[N:22]=[N:21][N:20]([CH:23]4[CH2:28][CH2:27][N:26](C(OC(C)(C)C)=O)[CH2:25][CH2:24]4)[C:18]=3[N:19]=2)=[CH:10][CH:9]=1.C(O)(C(F)(F)F)=O.[NH4+].[OH-]. (4) The reactants are: [CH:1]([N:4](CC)C(C)C)(C)[CH3:2].S(=O)(=O)(O)O.[NH2:15][C:16]1[CH:17]=[C:18]([CH:23]=[C:24]([F:27])[C:25]=1[CH3:26])[C:19]([O:21][CH3:22])=[O:20].BrCC#N. Given the product [C:1]([CH2:2][NH:15][C:16]1[CH:17]=[C:18]([CH:23]=[C:24]([F:27])[C:25]=1[CH3:26])[C:19]([O:21][CH3:22])=[O:20])#[N:4], predict the reactants needed to synthesize it. (5) Given the product [Cl:1][C:2]1[CH:7]=[CH:6][CH:5]=[C:4]([Cl:8])[C:3]=1[NH:9][C:10]1[NH:14][C:13]2[C:15]3[N:24]=[C:28]([CH3:29])[O:23][C:16]=3[C:17]([C:19]([O:21][CH3:22])=[O:20])=[CH:18][C:12]=2[N:11]=1, predict the reactants needed to synthesize it. The reactants are: [Cl:1][C:2]1[CH:7]=[CH:6][CH:5]=[C:4]([Cl:8])[C:3]=1[NH:9][C:10]1[NH:14][C:13]2[C:15]([N+:24]([O-])=O)=[C:16]([OH:23])[C:17]([C:19]([O:21][CH3:22])=[O:20])=[CH:18][C:12]=2[N:11]=1.[In].[C:28](O)(=O)[CH3:29].C(OC)(OC)(OC)C. (6) Given the product [C:34]([CH2:33][O:1][C:2]1[CH:3]=[C:4]2[C:9](=[CH:10][CH:11]=1)[N:8]=[C:7]([CH2:12][CH:13]([CH3:15])[CH3:14])[C:6]([CH2:16][NH:17][C:18](=[O:24])[O:19][C:20]([CH3:23])([CH3:21])[CH3:22])=[C:5]2[C:25]1[CH:26]=[CH:27][C:28]([CH3:31])=[CH:29][CH:30]=1)#[N:35], predict the reactants needed to synthesize it. The reactants are: [OH:1][C:2]1[CH:3]=[C:4]2[C:9](=[CH:10][CH:11]=1)[N:8]=[C:7]([CH2:12][CH:13]([CH3:15])[CH3:14])[C:6]([CH2:16][NH:17][C:18](=[O:24])[O:19][C:20]([CH3:23])([CH3:22])[CH3:21])=[C:5]2[C:25]1[CH:30]=[CH:29][C:28]([CH3:31])=[CH:27][CH:26]=1.Br[CH2:33][C:34]#[N:35].C(=O)([O-])[O-].[K+].[K+].CN(C)C=O. (7) Given the product [OH:15][CH2:14][CH2:13][N:12]([CH2:7][C:6]1[CH:9]=[CH:10][CH:11]=[C:4]([N+:1]([O-:3])=[O:2])[CH:5]=1)[CH2:16][CH2:17][OH:18], predict the reactants needed to synthesize it. The reactants are: [N+:1]([C:4]1[CH:5]=[C:6]([CH:9]=[CH:10][CH:11]=1)[CH2:7]Cl)([O-:3])=[O:2].[NH:12]([CH2:16][CH2:17][OH:18])[CH2:13][CH2:14][OH:15]. (8) Given the product [C:1]([O:5][C:6](=[O:38])[N:7]([C@H:9]([C:11](=[O:37])[NH:12][C@H:13]1[C@H:19]([CH3:20])[N:18]([C:21](=[O:31])[C:22]2[CH:23]=[CH:24][C:25]([C:28](=[O:30])[CH3:29])=[CH:26][CH:27]=2)[C:17]2[CH:32]=[CH:33][CH:34]=[CH:35][C:16]=2[N:15]([CH2:56][C:51]2[C:52]3[C:47](=[C:46]([Br:45])[CH:55]=[CH:54][CH:53]=3)[CH:48]=[CH:49][C:50]=2[O:58][CH3:59])[C:14]1=[O:36])[CH3:10])[CH3:8])([CH3:3])([CH3:4])[CH3:2], predict the reactants needed to synthesize it. The reactants are: [C:1]([O:5][C:6](=[O:38])[N:7]([C@H:9]([C:11](=[O:37])[NH:12][C@H:13]1[C@H:19]([CH3:20])[N:18]([C:21](=[O:31])[C:22]2[CH:27]=[CH:26][C:25]([C:28](=[O:30])[CH3:29])=[CH:24][CH:23]=2)[C:17]2[CH:32]=[CH:33][CH:34]=[CH:35][C:16]=2[NH:15][C:14]1=[O:36])[CH3:10])[CH3:8])([CH3:4])([CH3:3])[CH3:2].C(=O)([O-])[O-].[Cs+].[Cs+].[Br:45][C:46]1[CH:55]=[CH:54][CH:53]=[C:52]2[C:47]=1[CH:48]=[CH:49][C:50]([O:58][CH3:59])=[C:51]2[CH2:56]Cl.[I-].[Na+]. (9) Given the product [CH3:19][C:7]1[CH:6]=[C:5]([C:3]([OH:4])=[O:2])[CH:10]=[CH:9][C:8]=1[C:11]1[C:16]([CH3:17])=[CH:15][CH:14]=[CH:13][C:12]=1[CH3:18], predict the reactants needed to synthesize it. The reactants are: C[O:2][C:3]([C:5]1[CH:10]=[CH:9][C:8]([C:11]2[C:16]([CH3:17])=[CH:15][CH:14]=[CH:13][C:12]=2[CH3:18])=[C:7]([CH3:19])[CH:6]=1)=[O:4].[OH-].[Na+].Cl. (10) Given the product [C:1]([O:5][C:6]([N:8]1[CH2:13][CH2:12][N:11]([C:14]2[C:24]([Cl:25])=[CH:23][C:17]([CH2:18][OH:19])=[CH:16][N:15]=2)[CH2:10][CH2:9]1)=[O:7])([CH3:4])([CH3:2])[CH3:3], predict the reactants needed to synthesize it. The reactants are: [C:1]([O:5][C:6]([N:8]1[CH2:13][CH2:12][N:11]([C:14]2[C:24]([Cl:25])=[CH:23][C:17]([C:18](OCC)=[O:19])=[CH:16][N:15]=2)[CH2:10][CH2:9]1)=[O:7])([CH3:4])([CH3:3])[CH3:2].[BH4-].[Li+].